This data is from Catalyst prediction with 721,799 reactions and 888 catalyst types from USPTO. The task is: Predict which catalyst facilitates the given reaction. (1) Reactant: IC.[CH:3]1(/[C:7](/[C:31]2[CH:36]=[CH:35][CH:34]=[CH:33][CH:32]=2)=[C:8](/[C:18]2[CH:23]=[CH:22][C:21](/[CH:24]=[CH:25]/[C:26]([O:28][CH2:29][CH3:30])=[O:27])=[CH:20][CH:19]=2)\[C:9]2[CH:10]=[C:11]3[C:15](=[CH:16][CH:17]=2)[NH:14][N:13]=[CH:12]3)[CH2:6][CH2:5][CH2:4]1.[C:37]([O-])([O-])=O.[K+].[K+].CN(C=O)C. Product: [CH:3]1(/[C:7](/[C:31]2[CH:36]=[CH:35][CH:34]=[CH:33][CH:32]=2)=[C:8](/[C:18]2[CH:23]=[CH:22][C:21](/[CH:24]=[CH:25]/[C:26]([O:28][CH2:29][CH3:30])=[O:27])=[CH:20][CH:19]=2)\[C:9]2[CH:10]=[C:11]3[C:15](=[CH:16][CH:17]=2)[N:14]([CH3:37])[N:13]=[CH:12]3)[CH2:6][CH2:5][CH2:4]1. The catalyst class is: 6. (2) Reactant: [CH2:1]1[O:43][C:42]2[CH:41]=[CH:40][C:5]([CH2:6][N:7]([S:27]([C:30]3[C:35]([CH3:36])=[CH:34][C:33]([O:37][CH3:38])=[CH:32][C:31]=3[CH3:39])(=[O:29])=[O:28])[C@H:8]([CH2:12][NH:13][C:14]([C:16]3[CH:21]=[CH:20][CH:19]=[CH:18][C:17]=3[N:22]3[CH:26]=[CH:25][CH:24]=[CH:23]3)=[O:15])[C:9](O)=[O:10])=[CH:4][C:3]=2[O:2]1.[CH2:44]([O:51][NH2:52])[C:45]1[CH:50]=[CH:49][CH:48]=[CH:47][CH:46]=1.O.ON1C2C=CC=CC=2N=N1.CN1CCOCC1. Product: [CH2:44]([O:51][NH:52][C:9](=[O:10])[C@H:8]([N:7]([CH2:6][C:5]1[CH:40]=[CH:41][C:42]2[O:43][CH2:1][O:2][C:3]=2[CH:4]=1)[S:27]([C:30]1[C:31]([CH3:39])=[CH:32][C:33]([O:37][CH3:38])=[CH:34][C:35]=1[CH3:36])(=[O:28])=[O:29])[CH2:12][NH:13][C:14]([C:16]1[CH:21]=[CH:20][CH:19]=[CH:18][C:17]=1[N:22]1[CH:23]=[CH:24][CH:25]=[CH:26]1)=[O:15])[C:45]1[CH:50]=[CH:49][CH:48]=[CH:47][CH:46]=1. The catalyst class is: 9. (3) Reactant: C([O:3][C:4](=[O:32])/[CH:5]=[C:6](\[CH3:31])/[CH:7]=[CH:8]/[CH:9]=[C:10](/[C:15]1[C:24]([O:25][CH3:26])=[CH:23][C:22]2[C:21]([CH3:28])([CH3:27])[CH2:20][CH2:19][C:18]([CH3:30])([CH3:29])[C:17]=2[CH:16]=1)\[C:11]([F:14])([F:13])[F:12])C.[OH-].[Na+].Cl. Product: [F:12][C:11]([F:13])([F:14])/[C:10](/[C:15]1[C:24]([O:25][CH3:26])=[CH:23][C:22]2[C:21]([CH3:27])([CH3:28])[CH2:20][CH2:19][C:18]([CH3:30])([CH3:29])[C:17]=2[CH:16]=1)=[CH:9]\[CH:8]=[CH:7]\[C:6](\[CH3:31])=[CH:5]\[C:4]([OH:32])=[O:3]. The catalyst class is: 14.